From a dataset of NCI-60 drug combinations with 297,098 pairs across 59 cell lines. Regression. Given two drug SMILES strings and cell line genomic features, predict the synergy score measuring deviation from expected non-interaction effect. Drug 1: C1CCC(C1)C(CC#N)N2C=C(C=N2)C3=C4C=CNC4=NC=N3. Drug 2: CCN(CC)CCCC(C)NC1=C2C=C(C=CC2=NC3=C1C=CC(=C3)Cl)OC. Cell line: DU-145. Synergy scores: CSS=29.4, Synergy_ZIP=-7.43, Synergy_Bliss=2.09, Synergy_Loewe=-1.12, Synergy_HSA=2.33.